This data is from HIV replication inhibition screening data with 41,000+ compounds from the AIDS Antiviral Screen. The task is: Binary Classification. Given a drug SMILES string, predict its activity (active/inactive) in a high-throughput screening assay against a specified biological target. (1) The drug is CC(C)OP(=O)(OC(C)C)C(C)(C)O. The result is 0 (inactive). (2) The molecule is Nc1ccc(C=Cc2ccc(NS(=O)(=O)c3ccnc4c(O)c(C(=O)O)ccc34)cc2S(=O)(=O)O)c(S(=O)(=O)O)c1.[NaH]. The result is 1 (active). (3) The compound is CCOC(=O)C(=O)Nc1ccccc1C(C)C. The result is 0 (inactive). (4) The result is 0 (inactive). The compound is Nc1ncnc2c1ncn2C1CC(CO)C(CO)O1. (5) The molecule is Br.Clc1nc2n(c1C=Cc1cccs1)CCS2. The result is 0 (inactive). (6) The drug is N#CC(=Cc1ccc(O)c(O)c1)C(=O)NCCN1CCN(C(=O)C(C#N)=Cc2ccc(O)c(O)c2)CC1. The result is 0 (inactive).